Dataset: Catalyst prediction with 721,799 reactions and 888 catalyst types from USPTO. Task: Predict which catalyst facilitates the given reaction. (1) Reactant: [F:1][C:2]1([F:13])[O:6][C:5]2[CH:7]=[C:8]([NH2:12])[C:9]([NH2:11])=[CH:10][C:4]=2[O:3]1.[Cl:14][C:15]1[CH:20]=[CH:19][C:18]([C:21](=O)[C:22](O)=[O:23])=[CH:17][CH:16]=1.CN(C)C=O.O. Product: [Cl:14][C:15]1[CH:20]=[CH:19][C:18]([C:21]2[C:22](=[O:23])[NH:11][C:9]3[CH:10]=[C:4]4[O:3][C:2]([F:1])([F:13])[O:6][C:5]4=[CH:7][C:8]=3[N:12]=2)=[CH:17][CH:16]=1. The catalyst class is: 32. (2) Reactant: P(Cl)(Cl)(Cl)=O.[N:6]1[N:10]2[CH2:11][CH2:12][CH2:13][N:14](C=O)[C:9]2=[CH:8][CH:7]=1.O.[C:18](=O)([O-])[O-:19].[Na+].[Na+]. Product: [N:6]1[N:10]2[CH2:11][CH2:12][CH2:13][NH:14][C:9]2=[C:8]([CH:18]=[O:19])[CH:7]=1. The catalyst class is: 9. (3) Reactant: [F:1][C:2]([F:13])([F:12])[C:3]1[CH:11]=[CH:10][CH:9]=[CH:8][C:4]=1[C:5](Cl)=[O:6].[Cl:14][C:15]1[CH:20]=[CH:19][C:18]([C:21]2([F:25])[CH2:23][CH:22]2[NH2:24])=[CH:17][CH:16]=1.C(N(CC)CC)C. Product: [Cl:14][C:15]1[CH:16]=[CH:17][C:18]([C@@:21]2([F:25])[CH2:23][C@H:22]2[NH:24][C:5](=[O:6])[C:4]2[CH:8]=[CH:9][CH:10]=[CH:11][C:3]=2[C:2]([F:13])([F:12])[F:1])=[CH:19][CH:20]=1. The catalyst class is: 4. (4) Reactant: [OH:1][C:2]([C:4]([F:7])([F:6])[F:5])=[O:3].C([N:15]1[CH2:24][CH2:23][C:22]2[C:17](=[N:18][C:19]([N:30]3[CH2:35][CH2:34][CH:33]([O:36][C:37]4[CH:42]=[CH:41][C:40]([F:43])=[CH:39][C:38]=4[F:44])[CH2:32][CH2:31]3)=[C:20]([NH:25][CH2:26][CH:27]([F:29])[F:28])[N:21]=2)[CH:16]1[CH3:45])C1C=CC=CC=1. Product: [F:29][CH:27]([F:28])[CH2:26][NH:25][C:20]1[N:21]=[C:22]2[CH2:23][CH2:24][NH:15][CH:16]([CH3:45])[C:17]2=[N:18][C:19]=1[N:30]1[CH2:35][CH2:34][CH:33]([O:36][C:37]2[CH:42]=[CH:41][C:40]([F:43])=[CH:39][C:38]=2[F:44])[CH2:32][CH2:31]1.[C:2]([OH:3])([C:4]([F:7])([F:6])[F:5])=[O:1]. The catalyst class is: 833. (5) Reactant: Cl.[OH:2][CH2:3][CH2:4][N:5]([CH2:18][CH2:19][C:20]1[C:28]2[C:23](=[CH:24][CH:25]=[CH:26][CH:27]=2)[NH:22][CH:21]=1)[CH:6]1[C:14]2[C:9](=[CH:10][C:11]([C:15]([OH:17])=O)=[CH:12][CH:13]=2)[CH2:8][CH2:7]1.[C:29]1([NH2:36])[CH:34]=[CH:33][CH:32]=[CH:31][C:30]=1[NH2:35].CCN=C=NCCCN(C)C.C(N(CC)CC)C.C1C=CC2N(O)N=NC=2C=1. Product: [NH2:35][C:30]1[CH:31]=[CH:32][CH:33]=[CH:34][C:29]=1[NH:36][C:15]([C:11]1[CH:10]=[C:9]2[C:14](=[CH:13][CH:12]=1)[CH:6]([N:5]([CH2:4][CH2:3][OH:2])[CH2:18][CH2:19][C:20]1[C:28]3[C:23](=[CH:24][CH:25]=[CH:26][CH:27]=3)[NH:22][CH:21]=1)[CH2:7][CH2:8]2)=[O:17]. The catalyst class is: 2. (6) Reactant: C(OC(=O)CC(N1C=CC(C2C=CC=CC=2)=C1)C(NC1CC2=CN(C3C2=CC=CC=3)CCOCCNC1=O)=O)C1C=CC=CC=1.CO[CH:48]1[CH:52]([CH2:53][C:54]([O:56][CH3:57])=[O:55])[CH2:51][CH:50](OC)O1.[F:60][C:61]1[CH:67]=[CH:66][C:64]([NH2:65])=[CH:63][CH:62]=1.FC(F)(F)C(O)=O. Product: [CH3:57][O:56][C:54](=[O:55])[CH2:53][C:52]1[CH:51]=[CH:50][N:65]([C:64]2[CH:66]=[CH:67][C:61]([F:60])=[CH:62][CH:63]=2)[CH:48]=1. The catalyst class is: 26. (7) Reactant: O=[C:2]1[NH:10][C:5]2[N:6]=[CH:7][N:8]=[CH:9][C:4]=2[C@:3]21[CH2:18][C:17]1[C:12](=[CH:13][CH:14]=[C:15]([C:19]([O:21]C)=[O:20])[CH:16]=1)[CH2:11]2.[ClH:23].[CH2:24]([N:26]([CH2:29][CH3:30])[CH2:27][CH3:28])[CH3:25].[Li+:31].[OH-:32].Cl. Product: [O:32]=[C:14]1[CH:13]=[C:12]2[C:17]([CH2:18][C@@:3]3([CH2:11]2)[C:4]2[CH:9]=[N:8][CH:7]=[N:6][C:5]=2[NH:10][CH2:2]3)=[CH:16][CH:15]1[C:19]([OH:21])=[O:20].[Cl-:23].[Li+:31].[ClH:23].[CH2:24]([N:26]([CH2:29][CH3:30])[CH2:27][CH3:28])[CH3:25]. The catalyst class is: 36.